This data is from Reaction yield outcomes from USPTO patents with 853,638 reactions. The task is: Predict the reaction yield, written as a fraction of the theoretical maximum amount of product (1.0 means a 100% yield; for example, 0.34 means a 34% yield). (1) The reactants are [CH3:1][C:2]1([CH3:17])[O:6][C@@H:5]([C:7]2[CH:12]=[CH:11][C:10]([N+:13]([O-])=O)=[C:9]([CH3:16])[CH:8]=2)[CH2:4][O:3]1. The catalyst is O1CCCC1.[C].[Pd]. The product is [CH3:1][C:2]1([CH3:17])[O:6][C@@H:5]([C:7]2[CH:12]=[CH:11][C:10]([NH2:13])=[C:9]([CH3:16])[CH:8]=2)[CH2:4][O:3]1. The yield is 0.930. (2) The reactants are [C:1]([C:3]1[C:4]([C:20]([F:23])([F:22])[F:21])=[C:5]2[C:9](=[CH:10][CH:11]=1)[N:8]([CH2:12][C:13](=[NH:16])[NH:14][OH:15])[C:7]([CH2:17][CH2:18][CH3:19])=[CH:6]2)#[N:2].[Cl:24][C:25]1[CH:33]=[CH:32][C:31]([I:34])=[CH:30][C:26]=1[C:27](Cl)=O.C(N(CC)CC)C. The catalyst is C(#N)C. The product is [Cl:24][C:25]1[CH:33]=[CH:32][C:31]([I:34])=[CH:30][C:26]=1[C:27]1[O:15][N:14]=[C:13]([CH2:12][N:8]2[C:9]3[C:5](=[C:4]([C:20]([F:22])([F:23])[F:21])[C:3]([C:1]#[N:2])=[CH:11][CH:10]=3)[CH:6]=[C:7]2[CH2:17][CH2:18][CH3:19])[N:16]=1. The yield is 0.220.